Dataset: Full USPTO retrosynthesis dataset with 1.9M reactions from patents (1976-2016). Task: Predict the reactants needed to synthesize the given product. Given the product [C:1]([O:4][C@H:5]1[CH2:22][CH2:21][C@@:20]2([CH3:23])[C@@H:7]([CH2:8][CH2:9][C@:10]3([CH3:34])[C@@H:19]2[CH2:18][CH2:17][C@H:16]2[C@@:11]3([CH3:33])[CH2:12][CH2:13][C@@:14]3([C:30](=[O:31])[NH:37][C@@H:38]4[CH2:41][C@H:40]([C:42]([N:44]5[CH2:48][CH2:47][CH2:46][CH2:45]5)=[O:43])[C:39]4([CH3:50])[CH3:49])[CH2:26][CH2:25][C@@H:24]([C:27]([CH3:29])=[CH2:28])[C@@H:15]32)[C:6]1([CH3:36])[CH3:35])(=[O:3])[CH3:2], predict the reactants needed to synthesize it. The reactants are: [C:1]([O:4][C@H:5]1[CH2:22][CH2:21][C@@:20]2([CH3:23])[C@@H:7]([CH2:8][CH2:9][C@:10]3([CH3:34])[C@@H:19]2[CH2:18][CH2:17][C@H:16]2[C@@:11]3([CH3:33])[CH2:12][CH2:13][C@@:14]3([C:30](O)=[O:31])[CH2:26][CH2:25][C@@H:24]([C:27]([CH3:29])=[CH2:28])[C@@H:15]32)[C:6]1([CH3:36])[CH3:35])(=[O:3])[CH3:2].[NH2:37][C@@H:38]1[CH2:41][C@H:40]([C:42]([N:44]2[CH2:48][CH2:47][CH2:46][CH2:45]2)=[O:43])[C:39]1([CH3:50])[CH3:49].